Dataset: Full USPTO retrosynthesis dataset with 1.9M reactions from patents (1976-2016). Task: Predict the reactants needed to synthesize the given product. Given the product [CH2:15]([CH:12]1[CH2:13][CH2:14][CH:10]([CH:7]2[CH2:8][CH2:9][CH:4]([CH:3]=[O:2])[CH2:5][CH2:6]2)[CH2:11]1)[CH2:16][CH3:17], predict the reactants needed to synthesize it. The reactants are: C[O:2][CH:3]=[C:4]1[CH2:9][CH2:8][CH:7]([CH:10]2[CH2:14][CH2:13][CH:12]([CH2:15][CH2:16][CH3:17])[CH2:11]2)[CH2:6][CH2:5]1.